This data is from Forward reaction prediction with 1.9M reactions from USPTO patents (1976-2016). The task is: Predict the product of the given reaction. Given the reactants O=[C:2]([CH:8]1[CH2:13][CH:12]([C:14]2[CH:15]=[N:16][N:17]([CH2:19][O:20][CH2:21][CH2:22][Si:23]([CH3:26])([CH3:25])[CH3:24])[CH:18]=2)[CH2:11][CH2:10][C:9]1=O)[C:3]([O:5][CH2:6][CH3:7])=[O:4].O.[NH2:29][NH2:30], predict the reaction product. The product is: [CH3:24][Si:23]([CH3:26])([CH3:25])[CH2:22][CH2:21][O:20][CH2:19][N:17]1[CH:18]=[C:14]([CH:12]2[CH2:11][CH2:10][C:9]3[NH:30][N:29]=[C:2]([C:3]([O:5][CH2:6][CH3:7])=[O:4])[C:8]=3[CH2:13]2)[CH:15]=[N:16]1.